Regression/Classification. Given a drug SMILES string, predict its absorption, distribution, metabolism, or excretion properties. Task type varies by dataset: regression for continuous measurements (e.g., permeability, clearance, half-life) or binary classification for categorical outcomes (e.g., BBB penetration, CYP inhibition). Dataset: rlm. From a dataset of Rat liver microsome stability data. The compound is COc1cc([C@@H]2c3cc4c(cc3[C@H](O)[C@H]3COC(=O)[C@H]23)OCO4)cc(OC)c1OC. The result is 0 (unstable in rat liver microsomes).